This data is from Full USPTO retrosynthesis dataset with 1.9M reactions from patents (1976-2016). The task is: Predict the reactants needed to synthesize the given product. (1) Given the product [Cl:1][C:2]1[CH:3]=[C:4]([NH:18][C:19]2[CH:31]=[CH:30][C:22]([C:23]([OH:25])=[O:24])=[CH:21][CH:20]=2)[CH:5]=[N:6][C:7]=1[O:8][CH:9]([C:10]([F:12])([F:13])[F:11])[C:14]([F:16])([F:17])[F:15], predict the reactants needed to synthesize it. The reactants are: [Cl:1][C:2]1[CH:3]=[C:4]([NH:18][C:19]2[CH:31]=[CH:30][C:22]([C:23]([O:25]C(C)(C)C)=[O:24])=[CH:21][CH:20]=2)[CH:5]=[N:6][C:7]=1[O:8][CH:9]([C:14]([F:17])([F:16])[F:15])[C:10]([F:13])([F:12])[F:11].FC(F)(F)C(O)=O. (2) Given the product [NH2:25][C:22]1[CH:23]=[CH:24][C:19]([N:16]2[CH2:17][CH2:18][CH:13]([C:11]3[O:10][C:9](=[O:28])[N:8]([CH2:1][C:2]4[CH:7]=[CH:6][CH:5]=[CH:4][CH:3]=4)[N:12]=3)[CH2:14][CH2:15]2)=[CH:20][CH:21]=1, predict the reactants needed to synthesize it. The reactants are: [CH2:1]([N:8]1[N:12]=[C:11]([CH:13]2[CH2:18][CH2:17][N:16]([C:19]3[CH:24]=[CH:23][C:22]([N+:25]([O-])=O)=[CH:21][CH:20]=3)[CH2:15][CH2:14]2)[O:10][C:9]1=[O:28])[C:2]1[CH:7]=[CH:6][CH:5]=[CH:4][CH:3]=1.O.O.Cl[Sn]Cl. (3) Given the product [NH2:1][C:2]1[CH:11]=[C:10]2[C:5]([CH2:6][CH2:7][C:8](=[O:12])[N:9]2[CH3:14])=[CH:4][C:3]=1[Br:13], predict the reactants needed to synthesize it. The reactants are: [NH2:1][C:2]1[CH:11]=[C:10]2[C:5]([CH2:6][CH2:7][C:8](=[O:12])[NH:9]2)=[CH:4][C:3]=1[Br:13].[CH3:14][Si]([N-][Si](C)(C)C)(C)C.[K+].CI. (4) Given the product [Cl:1][C:2]1[CH:7]=[CH:6][N:5]2[N:8]=[C:9]([C:15]3[CH:16]=[CH:17][C:18]([O:21][CH3:22])=[CH:19][CH:20]=3)[C:10]([C:11](=[O:14])[C:12]#[CH:13])=[C:4]2[CH:3]=1, predict the reactants needed to synthesize it. The reactants are: [Cl:1][C:2]1[CH:7]=[CH:6][N:5]2[N:8]=[C:9]([C:15]3[CH:20]=[CH:19][C:18]([O:21][CH3:22])=[CH:17][CH:16]=3)[C:10]([CH:11]([OH:14])[C:12]#[CH:13])=[C:4]2[CH:3]=1. (5) Given the product [F:35][C:28]1[C:29]([OH:34])=[CH:30][CH:31]=[C:32]([F:33])[C:27]=1[NH:26][C:4](=[O:6])[C:3]1[CH:7]=[C:8]([O:18][CH3:19])[CH:9]=[C:10]([C:11]2[CH:16]=[CH:15][CH:14]=[C:13]([F:17])[CH:12]=2)[C:2]=1[F:1], predict the reactants needed to synthesize it. The reactants are: [F:1][C:2]1[C:10]([C:11]2[CH:16]=[CH:15][CH:14]=[C:13]([F:17])[CH:12]=2)=[CH:9][C:8]([O:18][CH3:19])=[CH:7][C:3]=1[C:4]([OH:6])=O.C(Cl)(=O)C(Cl)=O.[NH2:26][C:27]1[C:28]([F:35])=[C:29]([OH:34])[CH:30]=[CH:31][C:32]=1[F:33].C([O-])(O)=O.[Na+]. (6) Given the product [NH2:15][C:2]1[CH:7]=[C:6]([CH:8]([CH3:10])[CH3:9])[NH:5][C:4](=[O:11])[C:3]=1[N+:12]([O-:14])=[O:13], predict the reactants needed to synthesize it. The reactants are: Cl[C:2]1[CH:7]=[C:6]([CH:8]([CH3:10])[CH3:9])[NH:5][C:4](=[O:11])[C:3]=1[N+:12]([O-:14])=[O:13].[NH3:15].